Dataset: hERG channel blocking data for cardiac toxicity assessment. Task: Regression/Classification. Given a drug SMILES string, predict its toxicity properties. Task type varies by dataset: regression for continuous values (e.g., LD50, hERG inhibition percentage) or binary classification for toxic/non-toxic outcomes (e.g., AMES mutagenicity, cardiotoxicity, hepatotoxicity). Dataset: herg. (1) The drug is CC(C)C[C@@H]([NH+](C)C)C1(c2ccc(Cl)cc2)CCC1. The result is 1 (blocker). (2) The molecule is O=c1ccnc(NCC2CCN(c3nc4ccccc4n3Cc3ccc(F)cc3)CC2)[nH]1. The result is 1 (blocker).